This data is from Peptide-MHC class I binding affinity with 185,985 pairs from IEDB/IMGT. The task is: Regression. Given a peptide amino acid sequence and an MHC pseudo amino acid sequence, predict their binding affinity value. This is MHC class I binding data. (1) The peptide sequence is VSYNDYFNV. The MHC is HLA-A02:01 with pseudo-sequence HLA-A02:01. The binding affinity (normalized) is 0.389. (2) The peptide sequence is YLALYNKYKY. The MHC is HLA-A29:02 with pseudo-sequence HLA-A29:02. The binding affinity (normalized) is 0.652.